This data is from Reaction yield outcomes from USPTO patents with 853,638 reactions. The task is: Predict the reaction yield, written as a fraction of the theoretical maximum amount of product (1.0 means a 100% yield; for example, 0.34 means a 34% yield). The reactants are [ClH:1].[F:2][C:3]1[CH:30]=[C:29]([NH:31][C:32](=[O:41])[C:33]2[CH:38]=[C:37](C)[CH:36]=C[C:34]=2F)[CH:28]=[CH:27][C:4]=1[O:5][C:6]1[C:11]2=[C:12]([CH3:26])[C:13]([C:15]([NH:17][CH2:18][CH2:19][N:20]3[CH2:25][CH2:24][O:23][CH2:22][CH2:21]3)=[O:16])=[CH:14][N:10]2[N:9]=[CH:8][N:7]=1.Cl.FC1C=C(C(C(NC2C=CC(F)=CC=2)=O)C(N)=O)C=CC=1OC1C2=C(C)C(OCCN3CCOCC3)=CN2N=C[N:52]=1. No catalyst specified. The product is [ClH:1].[ClH:1].[F:2][C:3]1[CH:30]=[C:29]([NH:31][C:32](=[O:41])[C:33]2[CH:38]=[CH:37][CH:36]=[N:52][CH:34]=2)[CH:28]=[CH:27][C:4]=1[O:5][C:6]1[C:11]2=[C:12]([CH3:26])[C:13]([C:15]([NH:17][CH2:18][CH2:19][N:20]3[CH2:21][CH2:22][O:23][CH2:24][CH2:25]3)=[O:16])=[CH:14][N:10]2[N:9]=[CH:8][N:7]=1. The yield is 0.390.